From a dataset of Reaction yield outcomes from USPTO patents with 853,638 reactions. Predict the reaction yield, written as a fraction of the theoretical maximum amount of product (1.0 means a 100% yield; for example, 0.34 means a 34% yield). (1) The reactants are [C:1]1(B(O)O)[C:10]2[C:5](=[CH:6][CH:7]=[CH:8][CH:9]=2)[CH:4]=[CH:3][CH:2]=1.CCN(CC)CC.[C:21]1(=[O:27])[NH:25][C:24](=[O:26])[CH:23]=[CH:22]1. The catalyst is O1CCOCC1.O. The product is [C:1]1([CH:23]2[CH2:22][C:21](=[O:27])[NH:25][C:24]2=[O:26])[C:10]2[C:5](=[CH:6][CH:7]=[CH:8][CH:9]=2)[CH:4]=[CH:3][CH:2]=1. The yield is 0.590. (2) The reactants are [NH2:1][C:2]1[C:7]([N+:8]([O-:10])=[O:9])=[CH:6][N:5]=[C:4](Cl)[CH:3]=1.[NH2:12][C:13]1[CH:18]=[C:17]([CH3:19])[N:16]=[C:15]([CH3:20])[N:14]=1.CC1(C)C2C(=C(P(C3C=CC=CC=3)C3C=CC=CC=3)C=CC=2)OC2C(P(C3C=CC=CC=3)C3C=CC=CC=3)=CC=CC1=2.C([O-])([O-])=O.[Cs+].[Cs+]. The catalyst is C1C=CC(/C=C/C(/C=C/C2C=CC=CC=2)=O)=CC=1.C1C=CC(/C=C/C(/C=C/C2C=CC=CC=2)=O)=CC=1.C1C=CC(/C=C/C(/C=C/C2C=CC=CC=2)=O)=CC=1.[Pd].[Pd].O1CCOCC1. The product is [CH3:20][C:15]1[N:14]=[C:13]([NH:12][C:4]2[CH:3]=[C:2]([NH2:1])[C:7]([N+:8]([O-:10])=[O:9])=[CH:6][N:5]=2)[CH:18]=[C:17]([CH3:19])[N:16]=1. The yield is 0.230. (3) The reactants are C([O:3][C:4](=[O:43])[CH2:5][CH2:6][CH2:7][CH2:8][O:9][C:10]1[CH:15]=[CH:14][C:13]([N:16]2[CH:24]=[N:23][C:22]3[C:17]2=[N:18][C:19]([NH:25][C:26]2[CH:31]=[CH:30][C:29]([CH2:32][CH2:33][CH2:34][NH:35][C:36]([O:38][C:39]([CH3:42])([CH3:41])[CH3:40])=[O:37])=[CH:28][CH:27]=2)=[N:20][CH:21]=3)=[CH:12][CH:11]=1)C.O[Li].O. The catalyst is C1COCC1.O. The product is [C:39]([O:38][C:36]([NH:35][CH2:34][CH2:33][CH2:32][C:29]1[CH:28]=[CH:27][C:26]([NH:25][C:19]2[N:18]=[C:17]3[C:22]([N:23]=[CH:24][N:16]3[C:13]3[CH:14]=[CH:15][C:10]([O:9][CH2:8][CH2:7][CH2:6][CH2:5][C:4]([OH:43])=[O:3])=[CH:11][CH:12]=3)=[CH:21][N:20]=2)=[CH:31][CH:30]=1)=[O:37])([CH3:42])([CH3:40])[CH3:41]. The yield is 0.850. (4) The reactants are C(C1C(=O)C(Cl)=C(Cl)C(=O)C=1C#N)#N.C1(C)C=CC(S(O)(=O)=O)=CC=1.[CH2:26]([O:28][C:29]([CH:31]1[CH2:48][C:35]2[S:36][C:37]([NH:42][C:43]([CH:45]3[CH2:47][CH2:46]3)=[O:44])=[C:38]([C:39](=[O:41])[NH2:40])[C:34]=2[CH2:33][CH2:32]1)=[O:30])[CH3:27]. The catalyst is C(O)(=O)C. The product is [CH2:26]([O:28][C:29]([C:31]1[CH:32]=[CH:33][C:34]2[C:38]([C:39](=[O:41])[NH2:40])=[C:37]([NH:42][C:43]([CH:45]3[CH2:46][CH2:47]3)=[O:44])[S:36][C:35]=2[CH:48]=1)=[O:30])[CH3:27]. The yield is 0.700. (5) The reactants are [C:1](/[N:9]=[C:10]1/[N:11]([C@@H:28]2[CH2:33][CH2:32][C@H:31]([C:34]([O:36]C)=[O:35])[CH2:30][CH2:29]2)[C:12]2[CH:17]=[C:16]([O:18][CH2:19][CH2:20][N:21]3[CH2:26][CH2:25][CH2:24][CH2:23][CH2:22]3)[N:15]=[CH:14][C:13]=2[NH:27]/1)(=[O:8])[C:2]1[CH:7]=[CH:6][CH:5]=[CH:4][CH:3]=1.[OH-].[Na+]. The catalyst is CO. The product is [C:1](/[N:9]=[C:10]1/[N:11]([C@@H:28]2[CH2:29][CH2:30][C@H:31]([C:34]([OH:36])=[O:35])[CH2:32][CH2:33]2)[C:12]2[CH:17]=[C:16]([O:18][CH2:19][CH2:20][N:21]3[CH2:22][CH2:23][CH2:24][CH2:25][CH2:26]3)[N:15]=[CH:14][C:13]=2[NH:27]/1)(=[O:8])[C:2]1[CH:3]=[CH:4][CH:5]=[CH:6][CH:7]=1. The yield is 0.990. (6) The reactants are C(OC([N:8]1[CH2:12][CH2:11][CH2:10][C@H:9]1[C:13]([O:15][C:16]1[CH:17]=[C:18]([CH:48]=[CH:49][C:50]=1[O:51][CH3:52])[C:19]([O:21][C@H:22]([C:33]1[CH:38]=[CH:37][C:36]([O:39][CH:40]([F:42])[F:41])=[C:35]([O:43][CH2:44][CH:45]2[CH2:47][CH2:46]2)[CH:34]=1)[CH2:23][C:24]1[C:29]([Cl:30])=[CH:28][N+:27]([O-:31])=[CH:26][C:25]=1[Cl:32])=[O:20])=[O:14])=O)(C)(C)C. The catalyst is Cl.CCOC(C)=O. The product is [ClH:30].[Cl:32][C:25]1[CH:26]=[N+:27]([O-:31])[CH:28]=[C:29]([Cl:30])[C:24]=1[CH2:23][C@@H:22]([C:33]1[CH:38]=[CH:37][C:36]([O:39][CH:40]([F:42])[F:41])=[C:35]([O:43][CH2:44][CH:45]2[CH2:47][CH2:46]2)[CH:34]=1)[O:21][C:19](=[O:20])[C:18]1[CH:48]=[CH:49][C:50]([O:51][CH3:52])=[C:16]([O:15][C:13]([C@@H:9]2[CH2:10][CH2:11][CH2:12][NH:8]2)=[O:14])[CH:17]=1. The yield is 0.890. (7) The reactants are [OH:1][CH2:2][CH2:3][NH:4][C:5]1[N:10]=[C:9]([C:11]([O:13]CC)=O)[C:8]([N+:16]([O-])=O)=[C:7]([NH:19][C:20]2[CH:25]=[CH:24][CH:23]=[CH:22][C:21]=2[O:26][CH3:27])[N:6]=1.ClC1N=C([C:35](OCC)=[O:36])C([N+]([O-])=O)=C(NC2C=CC=CC=2OC)N=1.C(C[NH2:55])O.C(N(C(C)C)CC)(C)C. The catalyst is CN(C)C=O. The product is [OH:1][CH2:2][CH2:3][NH:4][C:5]1[N:6]=[C:7]2[C:8]([NH:16][C:35](=[O:36])[N:19]2[C:20]2[CH:25]=[CH:24][CH:23]=[CH:22][C:21]=2[O:26][CH3:27])=[C:9]([C:11]([NH2:55])=[O:13])[N:10]=1. The yield is 0.950. (8) The reactants are CC(C[AlH]CC(C)C)C.C1(C)C=CC=CC=1.[Cl:17][C:18]1[CH:19]=[C:20]([N:25]2[C:33]3[CH2:32][CH2:31][CH2:30][CH:29]([CH2:34][C:35](OCC)=[O:36])[C:28]=3[CH:27]=[N:26]2)[CH:21]=[CH:22][C:23]=1[Cl:24].O. The catalyst is C(Cl)Cl. The product is [Cl:17][C:18]1[CH:19]=[C:20]([N:25]2[C:33]3[CH2:32][CH2:31][CH2:30][CH:29]([CH2:34][CH2:35][OH:36])[C:28]=3[CH:27]=[N:26]2)[CH:21]=[CH:22][C:23]=1[Cl:24]. The yield is 0.660. (9) The reactants are C([O-])C.[Na+].[O:5]=[C:6]([C:17]1[CH:22]=[CH:21][C:20]([CH3:23])=[CH:19][CH:18]=1)[CH2:7][N:8]1[CH2:13][CH2:12][CH2:11][CH2:10][C:9]1=[N:14][C:15]#[N:16]. The catalyst is C(O)C. The product is [NH2:16][C:15]1[N:14]=[C:9]2[CH2:10][CH2:11][CH2:12][CH2:13][N:8]2[C:7]=1[C:6]([C:17]1[CH:18]=[CH:19][C:20]([CH3:23])=[CH:21][CH:22]=1)=[O:5]. The yield is 0.680. (10) The reactants are I[CH2:2][C@@H:3]([CH3:16])[CH2:4][N:5]1[C:10]2[CH:11]=[CH:12][CH:13]=[CH:14][C:9]=2[O:8][CH2:7][C:6]1=[O:15].[CH2:17]([CH:21]1[CH2:27][CH:26]2[NH:28][CH:23]([CH2:24][CH2:25]2)[CH2:22]1)[CH2:18][CH2:19][CH3:20]. The catalyst is CCN(CC)CC. The product is [CH2:17]([CH:21]1[CH2:22][CH:23]2[N:28]([CH2:2][C@@H:3]([CH3:16])[CH2:4][N:5]3[C:10]4[CH:11]=[CH:12][CH:13]=[CH:14][C:9]=4[O:8][CH2:7][C:6]3=[O:15])[CH:26]([CH2:25][CH2:24]2)[CH2:27]1)[CH2:18][CH2:19][CH3:20]. The yield is 0.640.